This data is from Catalyst prediction with 721,799 reactions and 888 catalyst types from USPTO. The task is: Predict which catalyst facilitates the given reaction. (1) Reactant: C([O:3][CH:4](OCC)[CH2:5][N:6]1[C:10](=[O:11])[C:9]2=[CH:12][CH:13]=[CH:14][CH:15]=[C:8]2[C:7]1=[O:16])C. Product: [O:16]=[C:7]1[C:8]2[C:9](=[CH:12][CH:13]=[CH:14][CH:15]=2)[C:10](=[O:11])[N:6]1[CH2:5][CH:4]=[O:3]. The catalyst class is: 33. (2) Reactant: [CH2:1]1[CH2:5]O[CH2:3][CH2:2]1. Product: [CH:1]1[C:5]2=[C:5]3[C:1]([C:2]4[C:3]5[C:2](=[CH:3][CH:5]=[CH:1][C:2]2=5)[CH:1]=[CH:5][CH:3]=4)=[CH:5][CH:3]=[CH:2][C:1]3=[CH:3][CH:2]=1. The catalyst class is: 778. (3) Reactant: [NH2:1][C:2]1[C:3]([OH:21])=[C:4]([CH3:20])[C:5]2[CH2:11][CH2:10][N:9]([C:12]([O:14][C:15]([CH3:18])([CH3:17])[CH3:16])=[O:13])[CH2:8][CH2:7][C:6]=2[CH:19]=1.[C:22](OC)(OC)(OC)[CH2:23][CH3:24].C1(C)C=CC(S([O-])(=O)=O)=CC=1.[NH+]1C=CC=CC=1. Product: [CH2:23]([C:24]1[O:21][C:3]2[C:2]([N:1]=1)=[CH:19][C:6]1[CH2:7][CH2:8][N:9]([C:12]([O:14][C:15]([CH3:17])([CH3:18])[CH3:16])=[O:13])[CH2:10][CH2:11][C:5]=1[C:4]=2[CH3:20])[CH3:22]. The catalyst class is: 3.